Predict the reactants needed to synthesize the given product. From a dataset of Full USPTO retrosynthesis dataset with 1.9M reactions from patents (1976-2016). (1) Given the product [CH:1]([O:4][C:5]([C@H:7]1[C@@H:12]([C:13]([CH3:21])([CH3:20])[O:14][SiH2:15][C:16]([CH3:19])([CH3:18])[CH3:17])[CH2:11][CH2:10][CH2:9][NH:8]1)=[O:6])([CH3:3])[CH3:2], predict the reactants needed to synthesize it. The reactants are: [CH:1]([O:4][C:5]([C:7]1[C:12]([C:13]([CH3:21])([CH3:20])[O:14][SiH2:15][C:16]([CH3:19])([CH3:18])[CH3:17])=[CH:11][CH:10]=[CH:9][N:8]=1)=[O:6])([CH3:3])[CH3:2].[H][H]. (2) Given the product [CH2:4]1[CH:8]2[CH:7]3[CH:3]4[CH2:4][CH:3]1[CH2:2][CH:1]1[CH:2]4[CH2:1][CH:11]([CH2:10][CH:9]12)[CH2:12]3, predict the reactants needed to synthesize it. The reactants are: [C:1]1(=O)O[CH2:4][CH2:3][CH2:2]1.[C:7]1(OC)[CH:12]=[CH:11][CH:10]=[CH:9][CH:8]=1.